This data is from Reaction yield outcomes from USPTO patents with 853,638 reactions. The task is: Predict the reaction yield, written as a fraction of the theoretical maximum amount of product (1.0 means a 100% yield; for example, 0.34 means a 34% yield). (1) The reactants are [CH2:1]([CH:8]1[CH2:12][O:11][C:10](=[O:13])[N:9]1[C:14]([CH:16]([C:21]1[CH:22]=[C:23](OS(C(F)(F)F)(=O)=O)[CH:24]=[C:25]([C:27]2[CH:32]=[CH:31][C:30]([C:33]([F:36])([F:35])[F:34])=[CH:29][CH:28]=2)[CH:26]=1)[CH2:17][CH:18]([CH3:20])[CH3:19])=[O:15])[C:2]1[CH:7]=[CH:6][CH:5]=[CH:4][CH:3]=1.[F:45][C:46]([F:57])([F:56])[C:47]1[CH:52]=[CH:51][C:50](B(O)O)=[CH:49][CH:48]=1.COCCOC.C([O-])([O-])=O.[Na+].[Na+]. The catalyst is CCOC(C)=O. The yield is 0.790. The product is [CH2:1]([CH:8]1[CH2:12][O:11][C:10](=[O:13])[N:9]1[C:14](=[O:15])[CH:16]([C:21]1[CH:26]=[C:25]([C:27]2[CH:32]=[CH:31][C:30]([C:33]([F:36])([F:35])[F:34])=[CH:29][CH:28]=2)[CH:24]=[C:23]([C:50]2[CH:51]=[CH:52][C:47]([C:46]([F:57])([F:56])[F:45])=[CH:48][CH:49]=2)[CH:22]=1)[CH2:17][CH:18]([CH3:20])[CH3:19])[C:2]1[CH:3]=[CH:4][CH:5]=[CH:6][CH:7]=1. (2) The reactants are Cl[C:2]1[N:7]=[C:6]([NH2:8])[N:5]=[C:4]([NH:9][C:10]2[CH:15]=[CH:14][C:13]([CH3:16])=[CH:12][CH:11]=2)[CH:3]=1.Cl.[CH3:18][NH:19][CH3:20].C(N(CC)CC)C. The catalyst is CN(C=O)C. The product is [CH3:18][N:19]([CH3:20])[C:2]1[CH:3]=[C:4]([NH:9][C:10]2[CH:15]=[CH:14][C:13]([CH3:16])=[CH:12][CH:11]=2)[N:5]=[C:6]([NH2:8])[N:7]=1. The yield is 0.400.